From a dataset of Forward reaction prediction with 1.9M reactions from USPTO patents (1976-2016). Predict the product of the given reaction. (1) Given the reactants I[C:2]1[CH:3]=[N:4][NH:5][CH:6]=1.[C:7]([Si:9]([CH3:12])([CH3:11])[CH3:10])#[CH:8].C(NCC)C, predict the reaction product. The product is: [CH3:10][Si:9]([C:7]#[C:8][C:2]1[CH:3]=[N:4][NH:5][CH:6]=1)([CH3:12])[CH3:11]. (2) Given the reactants Cl.Cl.[CH:3]1([N:7]2[CH2:13][CH2:12][CH2:11][NH:10][CH2:9][CH2:8]2)[CH2:6][CH2:5][CH2:4]1.CC[N:16]([CH2:19][C:20]1[CH:25]=[CH:24][CH:23]=[CH:22][CH:21]=1)CC.C=[CH:27][C:28]1[CH:33]=[CH:32][CH:31]=[CH:30][CH:29]=1.C=CC1C=CC(C=C)=CC=1.C1C=CC2N([OH:53])N=NC=2C=1.C(Cl)C[Cl:56], predict the reaction product. The product is: [ClH:56].[CH:3]1([N:7]2[CH2:13][CH2:12][CH2:11][N:10]([C:27]([C:28]3[CH:33]=[CH:32][C:31]([C:23]4[CH:22]=[CH:21][C:20]([C:19]#[N:16])=[CH:25][CH:24]=4)=[CH:30][CH:29]=3)=[O:53])[CH2:9][CH2:8]2)[CH2:6][CH2:5][CH2:4]1.